From a dataset of NCI-60 drug combinations with 297,098 pairs across 59 cell lines. Regression. Given two drug SMILES strings and cell line genomic features, predict the synergy score measuring deviation from expected non-interaction effect. (1) Drug 1: CN1CCC(CC1)COC2=C(C=C3C(=C2)N=CN=C3NC4=C(C=C(C=C4)Br)F)OC. Drug 2: C1CCC(C(C1)N)N.C(=O)(C(=O)[O-])[O-].[Pt+4]. Cell line: PC-3. Synergy scores: CSS=6.61, Synergy_ZIP=-5.39, Synergy_Bliss=-5.14, Synergy_Loewe=-3.23, Synergy_HSA=-2.89. (2) Drug 1: COC1=NC(=NC2=C1N=CN2C3C(C(C(O3)CO)O)O)N. Drug 2: C(CC(=O)O)C(=O)CN.Cl. Cell line: NCIH23. Synergy scores: CSS=12.7, Synergy_ZIP=-2.66, Synergy_Bliss=1.12, Synergy_Loewe=1.59, Synergy_HSA=2.26.